This data is from Full USPTO retrosynthesis dataset with 1.9M reactions from patents (1976-2016). The task is: Predict the reactants needed to synthesize the given product. (1) Given the product [Cl:1][C:2]1[CH:23]=[CH:22][C:5]([O:6][CH2:7][CH2:8][CH2:9][CH2:10][CH2:11][O:12][C:13]2[CH:21]=[CH:20][CH:19]=[C:18]3[C:14]=2[CH2:15][CH2:16][NH:17]3)=[CH:4][CH:3]=1, predict the reactants needed to synthesize it. The reactants are: [Cl:1][C:2]1[CH:23]=[CH:22][C:5]([O:6][CH2:7][CH2:8][CH2:9][CH2:10][CH2:11][O:12][C:13]2[CH:21]=[CH:20][CH:19]=[C:18]3[C:14]=2[CH:15]=[CH:16][NH:17]3)=[CH:4][CH:3]=1.C([BH3-])#N.[Na+].C(=O)(O)[O-].[Na+]. (2) Given the product [C:49]([CH:48]([C@H:45]1[C@@H:12]2[C@@H:13]3[C@@:26]([CH3:29])([CH2:27][CH2:28][C@@:11]2([NH:10][CH2:9][CH2:8][N:5]2[CH2:6][CH2:7][S:2](=[O:54])(=[O:1])[CH2:3][CH2:4]2)[CH2:47][CH2:46]1)[C@@:25]1([CH3:30])[C@@H:16]([C@:17]2([CH3:44])[C@@H:22]([CH2:23][CH2:24]1)[C:21]([CH3:32])([CH3:31])[C:20]([C:33]1[CH:42]=[CH:41][C:36]([C:37]([OH:39])=[O:38])=[C:35]([F:43])[CH:34]=1)=[CH:19][CH2:18]2)[CH2:15][CH2:14]3)[CH3:53])([OH:51])=[O:50], predict the reactants needed to synthesize it. The reactants are: [O:1]=[S:2]1(=[O:54])[CH2:7][CH2:6][N:5]([CH2:8][CH2:9][NH:10][C@:11]23[CH2:47][CH2:46][C@@H:45]([CH:48]([CH3:53])[C:49]([O:51]C)=[O:50])[C@@H:12]2[C@@H:13]2[C@@:26]([CH3:29])([CH2:27][CH2:28]3)[C@@:25]3([CH3:30])[C@@H:16]([C@:17]4([CH3:44])[C@@H:22]([CH2:23][CH2:24]3)[C:21]([CH3:32])([CH3:31])[C:20]([C:33]3[CH:42]=[CH:41][C:36]([C:37]([O:39]C)=[O:38])=[C:35]([F:43])[CH:34]=3)=[CH:19][CH2:18]4)[CH2:15][CH2:14]2)[CH2:4][CH2:3]1.[OH-].[Na+]. (3) The reactants are: [C:1]([O:4][C:5]1[CH:6]=[C:7](/[CH:13]=[CH:14]/[C:15]([OH:17])=O)[CH:8]=[CH:9][C:10]=1[O:11][CH3:12])(=[O:3])[CH3:2].S(Cl)(Cl)=O.[Cl:22][C:23]1[CH:28]=[CH:27][C:26]([NH2:29])=[CH:25][C:24]=1[O:30][CH2:31][C:32]1[CH:37]=[CH:36][N:35]=[CH:34][CH:33]=1.C(N(C(C)C)CC)(C)C. Given the product [Cl:22][C:23]1[CH:28]=[CH:27][C:26]([NH:29][C:15](=[O:17])/[CH:14]=[CH:13]/[C:7]2[CH:8]=[CH:9][C:10]([O:11][CH3:12])=[C:5]([O:4][C:1](=[O:3])[CH3:2])[CH:6]=2)=[CH:25][C:24]=1[O:30][CH2:31][C:32]1[CH:33]=[CH:34][N:35]=[CH:36][CH:37]=1, predict the reactants needed to synthesize it. (4) Given the product [C:11]1([N:8]2[C:7]3[C:2]([C:24]4[CH:25]=[N:26][CH:27]=[CH:28][CH:29]=4)=[CH:3][C:4]([C:17]([F:20])([F:19])[F:18])=[CH:5][C:6]=3[N:10]=[CH:9]2)[CH:16]=[CH:15][CH:14]=[CH:13][CH:12]=1, predict the reactants needed to synthesize it. The reactants are: I[C:2]1[C:7]2[N:8]([C:11]3[CH:16]=[CH:15][CH:14]=[CH:13][CH:12]=3)[CH:9]=[N:10][C:6]=2[CH:5]=[C:4]([C:17]([F:20])([F:19])[F:18])[CH:3]=1.C(B(CC)[C:24]1[CH:25]=[N:26][CH:27]=[CH:28][CH:29]=1)C.C(=O)(O)[O-].[Na+].C(O)C. (5) Given the product [CH:14]1([NH:1][C:2]2[O:3][CH:4]([C:8]3[CH:13]=[CH:12][CH:11]=[CH:10][CH:9]=3)[C:5](=[O:7])[N:6]=2)[CH2:20][CH2:19][CH2:18][CH2:17][CH2:16][CH2:15]1, predict the reactants needed to synthesize it. The reactants are: [NH2:1][C:2]1[O:3][CH:4]([C:8]2[CH:13]=[CH:12][CH:11]=[CH:10][CH:9]=2)[C:5](=[O:7])[N:6]=1.[CH:14]1(N)[CH2:20][CH2:19][CH2:18][CH2:17][CH2:16][CH2:15]1.